This data is from Forward reaction prediction with 1.9M reactions from USPTO patents (1976-2016). The task is: Predict the product of the given reaction. Given the reactants [CH3:1][C:2]1[N:6]=[C:5]([C:7]2[N:8]=[C:9]3[N:19]([CH:20]=2)[CH2:18][CH2:17][O:16][C:15]2[C:10]3=[CH:11][CH:12]=[C:13]([C:21]3[CH:22]=[N:23][N:24]([CH3:32])[C:25]=3[CH:26]3[CH2:31][CH2:30][CH2:29][NH:28][CH2:27]3)[CH:14]=2)[N:4]([CH:33]([CH3:35])[CH3:34])[N:3]=1.Br[C:37]([CH3:44])([CH3:43])[C:38]([O:40][CH2:41][CH3:42])=[O:39].O, predict the reaction product. The product is: [CH3:43][C:37]([N:28]1[CH2:29][CH2:30][CH2:31][CH:26]([C:25]2[N:24]([CH3:32])[N:23]=[CH:22][C:21]=2[C:13]2[CH:14]=[C:15]3[C:10](=[CH:11][CH:12]=2)[C:9]2[N:19]([CH:20]=[C:7]([C:5]4[N:4]([CH:33]([CH3:35])[CH3:34])[N:3]=[C:2]([CH3:1])[N:6]=4)[N:8]=2)[CH2:18][CH2:17][O:16]3)[CH2:27]1)([CH3:44])[C:38]([O:40][CH2:41][CH3:42])=[O:39].